Dataset: Full USPTO retrosynthesis dataset with 1.9M reactions from patents (1976-2016). Task: Predict the reactants needed to synthesize the given product. (1) Given the product [Cl:1][C:2]1[CH:3]=[C:4]([NH2:18])[C:5]([O:8][C:9]2[C:14]([O:15][CH3:16])=[CH:13][CH:12]=[CH:11][C:10]=2[F:17])=[N:6][CH:7]=1, predict the reactants needed to synthesize it. The reactants are: [Cl:1][C:2]1[CH:3]=[C:4]([N+:18]([O-])=O)[C:5]([O:8][C:9]2[C:14]([O:15][CH3:16])=[CH:13][CH:12]=[CH:11][C:10]=2[F:17])=[N:6][CH:7]=1. (2) Given the product [CH3:20][C:17]1[CH:18]=[CH:19][C:14]([C:11]2[N:10]=[C:9]([CH2:8][CH2:7][CH:2]=[O:1])[O:13][N:12]=2)=[CH:15][C:16]=1[N+:21]([O-:23])=[O:22], predict the reactants needed to synthesize it. The reactants are: [O:1]1CCCO[CH:2]1[CH2:7][CH2:8][C:9]1[O:13][N:12]=[C:11]([C:14]2[CH:19]=[CH:18][C:17]([CH3:20])=[C:16]([N+:21]([O-:23])=[O:22])[CH:15]=2)[N:10]=1.C([O-])([O-])=O.[Na+].[Na+]. (3) The reactants are: C[O:2][C:3]([C:5]1[C:9]([NH:10][C:11](=[O:29])[C:12]2[CH:17]=[CH:16][CH:15]=[C:14]([C:18]3[CH:19]=[N:20][N:21]([CH2:23][CH2:24][O:25][CH2:26][CH2:27][NH2:28])[CH:22]=3)[CH:13]=2)=[CH:8][N:7]([CH:30]2[CH2:35][CH2:34][O:33][CH2:32][CH2:31]2)[N:6]=1)=[O:4].O.[OH-].[Li+:38]. Given the product [NH2:28][CH2:27][CH2:26][O:25][CH2:24][CH2:23][N:21]1[CH:22]=[C:18]([C:14]2[CH:13]=[C:12]([CH:17]=[CH:16][CH:15]=2)[C:11]([NH:10][C:9]2[C:5]([C:3]([O-:4])=[O:2])=[N:6][N:7]([CH:30]3[CH2:35][CH2:34][O:33][CH2:32][CH2:31]3)[CH:8]=2)=[O:29])[CH:19]=[N:20]1.[Li+:38], predict the reactants needed to synthesize it. (4) Given the product [Br:30][C:31]1[CH:32]=[C:33]([CH2:37][O:38][C:39]2[CH:44]=[CH:43][N:42]([C:45]3[CH:46]=[CH:47][C:48]4[N:52]=[C:51]([CH:53]5[CH2:54][CH2:55]5)[N:50]([CH3:56])[C:49]=4[CH:57]=3)[C:41](=[O:58])[CH:40]=2)[S:34][CH:35]=1, predict the reactants needed to synthesize it. The reactants are: C1(C2N(C)C3C=C(N4C=CC(OCC5SC(F)=C(F)C=5)=CC4=O)C=CC=3N=2)CC1.[Br:30][C:31]1[CH:32]=[C:33]([CH2:37][O:38][C:39]2[CH:44]=[CH:43][N:42]([C:45]3[CH:46]=[CH:47][C:48]4[N:52]=[C:51]([CH:53]5[CH2:55][CH2:54]5)[N:50]([CH3:56])[C:49]=4[CH:57]=3)[C:41](=[O:58])[CH:40]=2)[S:34][C:35]=1F. (5) Given the product [C:1]([C@@H:3]1[CH2:6][C@H:5]([CH:7]([NH:9][C:10]([C:12]2[C:20]3[C:15](=[N:16][CH:17]=[C:18]([C:21]4[C:29]5[C:24](=[CH:25][C:26]([F:30])=[CH:27][CH:28]=5)[N:23]([CH3:31])[N:22]=4)[N:19]=3)[NH:14][CH:13]=2)=[O:11])[CH3:8])[CH2:4]1)#[N:2], predict the reactants needed to synthesize it. The reactants are: [C:1]([C@@H:3]1[CH2:6][C@H:5]([CH:7]([NH:9][C:10]([C:12]2[C:20]3[C:15](=[N:16][CH:17]=[C:18]([C:21]4[C:29]5[C:24](=[CH:25][C:26]([F:30])=[CH:27][CH:28]=5)[N:23]([CH3:31])[N:22]=4)[N:19]=3)[N:14](COCC[Si](C)(C)C)[CH:13]=2)=[O:11])[CH3:8])[CH2:4]1)#[N:2].C(O)(C(F)(F)F)=O.C(N)CN. (6) Given the product [F:1][C:2]1[CH:3]=[C:4]([CH:18]=[CH:19][CH:20]=1)[CH2:5][NH:6][C:7]([NH:8][C:9]1[S:10][CH:11]=[C:12]([CH2:14][OH:15])[N:13]=1)=[O:17], predict the reactants needed to synthesize it. The reactants are: [F:1][C:2]1[CH:3]=[C:4]([CH:18]=[CH:19][CH:20]=1)[CH2:5][NH:6][C:7](=[O:17])[NH:8][C:9]1[S:10][CH:11]=[C:12]([C:14]([O-])=[O:15])[N:13]=1.[H-].[H-].[H-].[H-].[Li+].[Al+3].OS([O-])(=O)=O.[Na+].CCOC(C)=O. (7) Given the product [C:9]1([CH:24]=[CH:25][C:13]([C:12]2[CH:11]=[CH:10][CH:9]=[CH:16][CH:15]=2)=[O:14])[CH:16]=[CH:15][CH:12]=[CH:11][CH:10]=1, predict the reactants needed to synthesize it. The reactants are: C(O[C:9]1[C:16](OC)=[CH:15][C:12]([CH:13]=[O:14])=[CH:11][C:10]=1OC)C1C=CC=CC=1.[OH-].[K+].Cl.[CH2:24](O)[CH3:25]. (8) Given the product [CH2:1]([C@@H:8]1[C@@H:16]([O:17][CH2:18][CH2:19][CH:20]([CH3:22])[CH3:21])[C@H:15]([CH3:23])[O:14][C:13](=[O:24])[C@@H:12]([NH:25][C:26](=[O:32])[O:27][C:28]([CH3:30])([CH3:29])[CH3:31])[CH2:11][O:10][CH2:9]1)[C:2]1[CH:7]=[CH:6][CH:5]=[CH:4][CH:3]=1, predict the reactants needed to synthesize it. The reactants are: [CH2:1]([C@@H:8]1[C@@H:16]([O:17][CH2:18][CH2:19][C:20]([CH3:22])=[CH2:21])[C@H:15]([CH3:23])[O:14][C:13](=[O:24])[C@@H:12]([NH:25][C:26](=[O:32])[O:27][C:28]([CH3:31])([CH3:30])[CH3:29])[CH2:11][O:10][CH2:9]1)[C:2]1[CH:7]=[CH:6][CH:5]=[CH:4][CH:3]=1.